This data is from Reaction yield outcomes from USPTO patents with 853,638 reactions. The task is: Predict the reaction yield, written as a fraction of the theoretical maximum amount of product (1.0 means a 100% yield; for example, 0.34 means a 34% yield). (1) The reactants are [C:1]([O:5][C:6]([N:8]1[CH2:13][CH:12]=[C:11]([C:14]2[CH:19]=[CH:18][C:17]([NH:20][C:21]([N:23]3[CH2:28][CH2:27][CH:26]([C:29]4[C:38]5[C:33](=[CH:34][C:35]([O:41][CH3:42])=[C:36]([O:39][CH3:40])[CH:37]=5)[N:32]=[CH:31][N:30]=4)[CH2:25][CH2:24]3)=[O:22])=[CH:16][CH:15]=2)[CH2:10][CH2:9]1)=[O:7])([CH3:4])([CH3:3])[CH3:2]. The catalyst is CO.[Pd]. The product is [C:1]([O:5][C:6]([N:8]1[CH2:13][CH2:12][CH:11]([C:14]2[CH:15]=[CH:16][C:17]([NH:20][C:21]([N:23]3[CH2:24][CH2:25][CH:26]([C:29]4[C:38]5[C:33](=[CH:34][C:35]([O:41][CH3:42])=[C:36]([O:39][CH3:40])[CH:37]=5)[N:32]=[CH:31][N:30]=4)[CH2:27][CH2:28]3)=[O:22])=[CH:18][CH:19]=2)[CH2:10][CH2:9]1)=[O:7])([CH3:4])([CH3:3])[CH3:2]. The yield is 0.740. (2) The reactants are [Cl:1][C:2]1[NH:7][C:6](=[O:8])[NH:5][C:4](=[O:9])[CH:3]=1.[H-].[Na+].[Br-].[Li+].Br[CH2:15][C:16]1[C:17]([C:22]#[N:23])=[CH:18][CH:19]=[CH:20][CH:21]=1.[H-].[Li+].[Li+].[I-].[Na+].[I-]. The catalyst is CN(C=O)C.CS(C)=O.CN(C=O)C.C1COCC1.CS(C)=O. The product is [Cl:1][C:2]1[N:7]([CH2:15][C:16]2[CH:21]=[CH:20][CH:19]=[CH:18][C:17]=2[C:22]#[N:23])[C:6](=[O:8])[NH:5][C:4](=[O:9])[CH:3]=1. The yield is 0.540. (3) The reactants are C1C(=O)N([Br:8])C(=O)C1.[CH3:9][N:10]1[C:14]([C:15]2[CH:16]=[C:17]([C:20]([O:22][CH3:23])=[O:21])[S:18][CH:19]=2)=[CH:13][CH:12]=[N:11]1. The catalyst is O1CCCC1. The product is [Br:8][C:13]1[CH:12]=[N:11][N:10]([CH3:9])[C:14]=1[C:15]1[CH:16]=[C:17]([C:20]([O:22][CH3:23])=[O:21])[S:18][CH:19]=1. The yield is 0.830. (4) The reactants are [Cl:1][C:2]1[CH:3]=[CH:4][C:5]2[N:6]([CH:13]=1)[C:7](=[O:12])[CH:8]=[C:9]([OH:11])[N:10]=2.[H-].[Na+].C1(N([S:23]([C:26]([F:29])([F:28])[F:27])(=[O:25])=[O:24])[S:23]([C:26]([F:29])([F:28])[F:27])(=[O:25])=[O:24])C=CC=CC=1. The catalyst is CN(C=O)C. The product is [F:27][C:26]([F:29])([F:28])[S:23]([O:11][C:9]1[N:10]=[C:5]2[CH:4]=[CH:3][C:2]([Cl:1])=[CH:13][N:6]2[C:7](=[O:12])[CH:8]=1)(=[O:25])=[O:24]. The yield is 0.910. (5) The reactants are [CH2:1]([O:8][C:9]1[C:10]([O:28][CH3:29])=[CH:11][C:12]([N+:25]([O-:27])=[O:26])=[C:13]([CH:24]=1)[C:14]([O:16]CC1C=CC=CC=1)=[O:15])[C:2]1[CH:7]=[CH:6][CH:5]=[CH:4][CH:3]=1.[OH-].[Na+]. The catalyst is CCO.O. The product is [CH2:1]([O:8][C:9]1[C:10]([O:28][CH3:29])=[CH:11][C:12]([N+:25]([O-:27])=[O:26])=[C:13]([CH:24]=1)[C:14]([OH:16])=[O:15])[C:2]1[CH:3]=[CH:4][CH:5]=[CH:6][CH:7]=1. The yield is 0.940. (6) The reactants are [Cl:1][C:2]1[C:10]2[N:9]=[C:8]([NH:11][C:12]3[C:20]4[O:19][C:18]([F:22])([F:21])[O:17][C:16]=4[CH:15]=[CH:14][CH:13]=3)[N:7]([CH2:23][CH2:24][CH2:25][C:26](OCC)=[O:27])[C:6]=2[C:5]([CH:31]([CH2:34][CH3:35])[CH2:32][CH3:33])=[CH:4][CH:3]=1.[BH4-].[Li+]. The catalyst is O1CCCC1. The product is [Cl:1][C:2]1[C:10]2[N:9]=[C:8]([NH:11][C:12]3[C:20]4[O:19][C:18]([F:22])([F:21])[O:17][C:16]=4[CH:15]=[CH:14][CH:13]=3)[N:7]([CH2:23][CH2:24][CH2:25][CH2:26][OH:27])[C:6]=2[C:5]([CH:31]([CH2:34][CH3:35])[CH2:32][CH3:33])=[CH:4][CH:3]=1. The yield is 0.760. (7) The reactants are [CH2:1]([N:3]([CH2:30][CH3:31])[CH2:4][CH2:5][NH:6][C:7]([C:9]1[C:17]2[CH2:16][CH2:15][CH2:14]/[C:13](=[C:18]3/[C:19](=[O:28])[NH:20][C:21]4[C:26]/3=[CH:25][C:24]([F:27])=[CH:23][CH:22]=4)/[C:12]=2[NH:11][C:10]=1[CH3:29])=[O:8])[CH3:2].C(#N)C.[C:35]([OH:40])(=[O:39])[CH:36]([CH3:38])[OH:37]. The catalyst is ClCCl. The product is [C:35]([OH:40])(=[O:39])[CH:36]([CH3:38])[OH:37].[CH2:30]([N:3]([CH2:1][CH3:2])[CH2:4][CH2:5][NH:6][C:7]([C:9]1[C:17]2[CH2:16][CH2:15][CH2:14]/[C:13](=[C:18]3/[C:19](=[O:28])[NH:20][C:21]4[C:26]/3=[CH:25][C:24]([F:27])=[CH:23][CH:22]=4)/[C:12]=2[NH:11][C:10]=1[CH3:29])=[O:8])[CH3:31]. The yield is 0.800.